From a dataset of Full USPTO retrosynthesis dataset with 1.9M reactions from patents (1976-2016). Predict the reactants needed to synthesize the given product. (1) Given the product [NH:2]1[CH:3]=[C:4]([C:6]2[S:10][CH:9]=[C:8]([C:11]([N:14]3[CH2:18][CH2:17][CH2:16][CH:15]3[C:19]3[CH:24]=[CH:23][CH:22]=[CH:21][N:20]=3)=[O:13])[CH:7]=2)[CH:5]=[N:1]1, predict the reactants needed to synthesize it. The reactants are: [NH:1]1[CH:5]=[C:4]([C:6]2[S:10][CH:9]=[C:8]([C:11]([OH:13])=O)[CH:7]=2)[CH:3]=[N:2]1.[NH:14]1[CH2:18][CH2:17][CH2:16][CH:15]1[C:19]1[CH:24]=[CH:23][CH:22]=[CH:21][N:20]=1.C(#N)C. (2) The reactants are: Cl[CH:2]([C:33]1[CH:38]=[CH:37][CH:36]=[CH:35][CH:34]=1)[C:3]([C:5]1[C:13]2[C:8](=[CH:9][CH:10]=[CH:11][CH:12]=2)[N:7]([S:14]([CH:17]2[CH2:22][CH2:21][N:20]([C:23]([O:25][CH2:26][C:27]3[CH:32]=[CH:31][CH:30]=[CH:29][CH:28]=3)=[O:24])[CH2:19][CH2:18]2)(=[O:16])=[O:15])[CH:6]=1)=[O:4].[CH3:39][O:40][C:41]1[CH:46]=[CH:45][CH:44]=[C:43]([NH2:47])[CH:42]=1. Given the product [CH3:39][O:40][C:41]1[CH:42]=[C:43]([NH:47][CH:2]([C:33]2[CH:38]=[CH:37][CH:36]=[CH:35][CH:34]=2)[C:3]([C:5]2[C:13]3[C:8](=[CH:9][CH:10]=[CH:11][CH:12]=3)[N:7]([S:14]([CH:17]3[CH2:22][CH2:21][N:20]([C:23]([O:25][CH2:26][C:27]4[CH:32]=[CH:31][CH:30]=[CH:29][CH:28]=4)=[O:24])[CH2:19][CH2:18]3)(=[O:16])=[O:15])[CH:6]=2)=[O:4])[CH:44]=[CH:45][CH:46]=1.[CH3:39][O:40][C:41]1[CH:42]=[C:43]([NH:47][CH:2]([C:33]2[CH:38]=[CH:37][CH:36]=[CH:35][CH:34]=2)[C:3]([C:5]2[C:13]3[C:8](=[CH:9][CH:10]=[CH:11][CH:12]=3)[N:7]([S:14]([CH:17]3[CH2:22][CH2:21][NH:20][CH2:19][CH2:18]3)(=[O:15])=[O:16])[CH:6]=2)=[O:4])[CH:44]=[CH:45][CH:46]=1, predict the reactants needed to synthesize it. (3) Given the product [F:31][C:32]([F:37])([F:36])[C:33]([OH:35])=[O:34].[NH2:22][CH:19]1[CH2:18][CH2:17][N:16]([CH2:15][C@H:14]2[N:9]3[C:10]4[C:11](=[C:2]([F:1])[CH:3]=[N:4][C:5]=4[CH:6]=[CH:7][C:8]3=[O:30])[O:12][CH2:13]2)[CH2:21][CH2:20]1, predict the reactants needed to synthesize it. The reactants are: [F:1][C:2]1[CH:3]=[N:4][C:5]2[CH:6]=[CH:7][C:8](=[O:30])[N:9]3[C@H:14]([CH2:15][N:16]4[CH2:21][CH2:20][CH:19]([NH:22]C(=O)OC(C)(C)C)[CH2:18][CH2:17]4)[CH2:13][O:12][C:11]=1[C:10]=23.[F:31][C:32]([F:37])([F:36])[C:33]([OH:35])=[O:34].